From a dataset of Full USPTO retrosynthesis dataset with 1.9M reactions from patents (1976-2016). Predict the reactants needed to synthesize the given product. (1) Given the product [CH3:1][N:2]([CH3:7])[CH2:3][CH2:4][CH2:5][NH:6][C:8](=[O:22])[CH2:9][CH2:10][CH2:11][CH2:12][CH2:13][CH2:14][CH2:15][CH2:16][CH2:17][CH2:18][CH2:19][CH2:20][CH3:21], predict the reactants needed to synthesize it. The reactants are: [CH3:1][N:2]([CH3:7])[CH2:3][CH2:4][CH2:5][NH2:6].[C:8](Cl)(=[O:22])[CH2:9][CH2:10][CH2:11][CH2:12][CH2:13][CH2:14][CH2:15][CH2:16][CH2:17][CH2:18][CH2:19][CH2:20][CH3:21]. (2) Given the product [NH2:42][C:28]1[N:29]=[C:30]([C:32]2[CH:41]=[C:40]3[C:35]([CH2:36][CH2:37][N:38]([C:14]([NH:13][C:10]4[S:11][CH:12]=[C:8]([C:5]5[CH:4]=[CH:3][C:2]([Cl:1])=[CH:7][CH:6]=5)[N:9]=4)=[O:15])[CH2:39]3)=[CH:34][CH:33]=2)[CH:31]=[C:26]([N:23]2[CH2:22][CH2:21][N:20]([CH3:19])[CH2:25][CH2:24]2)[N:27]=1, predict the reactants needed to synthesize it. The reactants are: [Cl:1][C:2]1[CH:7]=[CH:6][C:5]([C:8]2[N:9]=[C:10]([NH2:13])[S:11][CH:12]=2)=[CH:4][CH:3]=1.[C:14](Cl)(Cl)=[O:15].Cl.[CH3:19][N:20]1[CH2:25][CH2:24][N:23]([C:26]2[CH:31]=[C:30]([C:32]3[CH:41]=[C:40]4[C:35]([CH2:36][CH2:37][NH:38][CH2:39]4)=[CH:34][CH:33]=3)[N:29]=[C:28]([NH2:42])[N:27]=2)[CH2:22][CH2:21]1. (3) Given the product [NH2:14][C:9]1[N:10]=[C:11]([NH:13][C:32]2[S:33][C:34]([C:37]#[N:38])=[CH:35][N:36]=2)[CH:12]=[CH:7][N:8]=1, predict the reactants needed to synthesize it. The reactants are: S(O)(O)(=O)=O.[NH2:14][C:7]1[CH:12]=[C:11]([NH2:13])[N:10]=[CH:9][N:8]=1.[NH2:14][C:7]1[CH:12]=[C:11]([NH2:13])[N:10]=[CH:9][N:8]=1.C(N(C(C)C)CC)(C)C.Cl[C:32]1[S:33][C:34]([C:37]#[N:38])=[CH:35][N:36]=1. (4) Given the product [Cl:1][C:2]1[CH:3]=[CH:4][C:5]([C:8]2[C:14]3[CH:15]=[C:16]([O:19][CH3:20])[CH:17]=[CH:18][C:13]=3[N:12]3[C:21]([CH3:24])=[N:22][N:23]=[C:11]3[C@H:10]([CH2:25][C:26]([NH:37][CH2:38][CH2:39][CH2:40][CH2:41][CH2:42][NH:43][C:68](=[O:74])[O:69][C:70]([CH3:73])([CH3:72])[CH3:71])=[O:28])[N:9]=2)=[CH:6][CH:7]=1, predict the reactants needed to synthesize it. The reactants are: [Cl:1][C:2]1[CH:7]=[CH:6][C:5]([C:8]2[C:14]3[CH:15]=[C:16]([O:19][CH3:20])[CH:17]=[CH:18][C:13]=3[N:12]3[C:21]([CH3:24])=[N:22][N:23]=[C:11]3[C@H:10]([CH2:25][C:26]([OH:28])=O)[N:9]=2)=[CH:4][CH:3]=1.CN(C(O[N:37]1N=N[C:39]2[CH:40]=[CH:41][CH:42]=[N:43][C:38]1=2)=[N+](C)C)C.F[P-](F)(F)(F)(F)F.CCN(C(C)C)C(C)C.NCCCCN[C:68](=[O:74])[O:69][C:70]([CH3:73])([CH3:72])[CH3:71]. (5) Given the product [OH:7][C:8]1[CH:33]=[CH:32][CH:31]=[CH:30][C:9]=1/[CH:10]=[CH:34]/[CH:36]([CH2:37][CH2:38][C:39]1[CH:40]=[CH:41][C:42]([C:43]([O:45][CH3:46])=[O:44])=[CH:47][CH:48]=1)[CH2:49][CH2:50][C:51]1[CH:60]=[CH:59][C:54]([C:55]([O:57][CH3:58])=[O:56])=[CH:53][CH:52]=1, predict the reactants needed to synthesize it. The reactants are: C([Li])CCC.[Br-].[OH:7][C:8]1[CH:33]=[CH:32][CH:31]=[CH:30][C:9]=1[CH2:10][P+](C1C=CC=CC=1)(C1C=CC=CC=1)C1C=CC=CC=1.[CH:34]([CH:36]([CH2:49][CH2:50][C:51]1[CH:60]=[CH:59][C:54]([C:55]([O:57][CH3:58])=[O:56])=[CH:53][CH:52]=1)[CH2:37][CH2:38][C:39]1[CH:48]=[CH:47][C:42]([C:43]([O:45][CH3:46])=[O:44])=[CH:41][CH:40]=1)=O.[Cl-].[NH4+]. (6) Given the product [NH2:1][C:2]1[N:3]=[CH:4][C:5]([C:8]2[N:9]=[C:10]([N:27]3[CH2:28][CH2:29][O:30][CH2:31][CH2:32]3)[C:11]3[S:16][C:15]([C:17]4[CH:18]=[C:19]([CH:23]=[CH:24][CH:25]=4)[C:20]([NH:33][CH2:34][CH:35]([OH:38])[CH2:36][OH:37])=[O:21])=[C:14]([CH3:26])[C:12]=3[N:13]=2)=[CH:6][N:7]=1, predict the reactants needed to synthesize it. The reactants are: [NH2:1][C:2]1[N:7]=[CH:6][C:5]([C:8]2[N:9]=[C:10]([N:27]3[CH2:32][CH2:31][O:30][CH2:29][CH2:28]3)[C:11]3[S:16][C:15]([C:17]4[CH:18]=[C:19]([CH:23]=[CH:24][CH:25]=4)[C:20](O)=[O:21])=[C:14]([CH3:26])[C:12]=3[N:13]=2)=[CH:4][N:3]=1.[NH2:33][CH2:34][CH:35]([OH:38])[CH2:36][OH:37]. (7) Given the product [CH3:13][C:4]1[C:3]2[C:14](=[O:15])[NH:16][C:34]([CH:30]3[CH2:31][CH2:32][CH2:33][N:28]([CH:26]4[CH2:25][N:24]([C:22]([O:21][C:17]([CH3:18])([CH3:20])[CH3:19])=[O:23])[CH2:27]4)[CH2:29]3)=[N:1][C:2]=2[N:6]([C:7]2[CH:12]=[CH:11][CH:10]=[CH:9][CH:8]=2)[N:5]=1, predict the reactants needed to synthesize it. The reactants are: [NH2:1][C:2]1[N:6]([C:7]2[CH:12]=[CH:11][CH:10]=[CH:9][CH:8]=2)[N:5]=[C:4]([CH3:13])[C:3]=1[C:14]([NH2:16])=[O:15].[C:17]([O:21][C:22]([N:24]1[CH2:27][CH:26]([N:28]2[CH2:33][CH2:32][CH2:31][CH:30]([C:34](OC)=O)[CH2:29]2)[CH2:25]1)=[O:23])([CH3:20])([CH3:19])[CH3:18].